From a dataset of NCI-60 drug combinations with 297,098 pairs across 59 cell lines. Regression. Given two drug SMILES strings and cell line genomic features, predict the synergy score measuring deviation from expected non-interaction effect. (1) Synergy scores: CSS=-1.43, Synergy_ZIP=-0.702, Synergy_Bliss=-3.75, Synergy_Loewe=-20.1, Synergy_HSA=-4.44. Drug 1: CN(C)C1=NC(=NC(=N1)N(C)C)N(C)C. Drug 2: C1C(C(OC1N2C=NC(=NC2=O)N)CO)O. Cell line: UACC62. (2) Drug 1: C1CCC(C1)C(CC#N)N2C=C(C=N2)C3=C4C=CNC4=NC=N3. Drug 2: CC1C(C(CC(O1)OC2CC(CC3=C2C(=C4C(=C3O)C(=O)C5=CC=CC=C5C4=O)O)(C(=O)C)O)N)O. Cell line: SN12C. Synergy scores: CSS=42.3, Synergy_ZIP=-0.358, Synergy_Bliss=-1.61, Synergy_Loewe=-13.0, Synergy_HSA=0.712. (3) Drug 1: CS(=O)(=O)OCCCCOS(=O)(=O)C. Drug 2: C1C(C(OC1N2C=NC3=C2NC=NCC3O)CO)O. Cell line: MCF7. Synergy scores: CSS=4.02, Synergy_ZIP=-0.662, Synergy_Bliss=2.62, Synergy_Loewe=2.48, Synergy_HSA=2.29. (4) Drug 1: CC(C)(C#N)C1=CC(=CC(=C1)CN2C=NC=N2)C(C)(C)C#N. Drug 2: CCN(CC)CCCC(C)NC1=C2C=C(C=CC2=NC3=C1C=CC(=C3)Cl)OC. Cell line: SF-268. Synergy scores: CSS=7.14, Synergy_ZIP=0.415, Synergy_Bliss=4.14, Synergy_Loewe=-3.51, Synergy_HSA=-2.74. (5) Drug 1: CC1=C(C=C(C=C1)NC2=NC=CC(=N2)N(C)C3=CC4=NN(C(=C4C=C3)C)C)S(=O)(=O)N.Cl. Drug 2: C1=NC2=C(N1)C(=S)N=C(N2)N. Cell line: HOP-92. Synergy scores: CSS=21.6, Synergy_ZIP=-5.36, Synergy_Bliss=1.85, Synergy_Loewe=-1.99, Synergy_HSA=2.62. (6) Drug 1: CC1=CC=C(C=C1)C2=CC(=NN2C3=CC=C(C=C3)S(=O)(=O)N)C(F)(F)F. Drug 2: CNC(=O)C1=NC=CC(=C1)OC2=CC=C(C=C2)NC(=O)NC3=CC(=C(C=C3)Cl)C(F)(F)F. Cell line: MDA-MB-231. Synergy scores: CSS=-1.47, Synergy_ZIP=2.82, Synergy_Bliss=4.86, Synergy_Loewe=-0.762, Synergy_HSA=0.301. (7) Drug 2: COCCOC1=C(C=C2C(=C1)C(=NC=N2)NC3=CC=CC(=C3)C#C)OCCOC.Cl. Synergy scores: CSS=13.8, Synergy_ZIP=0.668, Synergy_Bliss=4.95, Synergy_Loewe=-0.348, Synergy_HSA=0.973. Cell line: IGROV1. Drug 1: CCC1(CC2CC(C3=C(CCN(C2)C1)C4=CC=CC=C4N3)(C5=C(C=C6C(=C5)C78CCN9C7C(C=CC9)(C(C(C8N6C=O)(C(=O)OC)O)OC(=O)C)CC)OC)C(=O)OC)O.OS(=O)(=O)O.